This data is from Full USPTO retrosynthesis dataset with 1.9M reactions from patents (1976-2016). The task is: Predict the reactants needed to synthesize the given product. (1) Given the product [Br:1][C:2]1[CH:3]=[C:4]([CH2:7][C@@H:8]([C:10]([O:12][C:13]([CH3:16])([CH3:15])[CH3:14])=[O:11])[NH:9][C:20]([C:19]2[C:18]([Cl:17])=[CH:26][CH:25]=[CH:24][C:23]=2[Cl:27])=[O:21])[S:5][CH:6]=1, predict the reactants needed to synthesize it. The reactants are: [Br:1][C:2]1[CH:3]=[C:4]([CH2:7][C@@H:8]([C:10]([O:12][C:13]([CH3:16])([CH3:15])[CH3:14])=[O:11])[NH2:9])[S:5][CH:6]=1.[Cl:17][C:18]1[CH:26]=[CH:25][CH:24]=[C:23]([Cl:27])[C:19]=1[C:20](O)=[O:21]. (2) Given the product [N:1]1([CH2:6][C:7]2[CH:16]=[CH:15][C:10]([CH2:11][OH:12])=[CH:9][C:8]=2[O:17][CH3:18])[CH:5]=[CH:4][CH:3]=[N:2]1, predict the reactants needed to synthesize it. The reactants are: [N:1]1([CH2:6][C:7]2[CH:16]=[CH:15][C:10]([C:11](OC)=[O:12])=[CH:9][C:8]=2[O:17][CH3:18])[CH:5]=[CH:4][CH:3]=[N:2]1.CCCCCC.